Dataset: Full USPTO retrosynthesis dataset with 1.9M reactions from patents (1976-2016). Task: Predict the reactants needed to synthesize the given product. (1) Given the product [I:56][C:53]1[NH:52][C:51]([C@@H:41]([NH:40][C:6]([C:5]2[S:1][CH:2]=[N:3][CH:4]=2)=[O:8])[CH2:42][CH2:43][CH2:44][CH2:45][CH2:46][C:47]([NH:49][CH3:50])=[O:48])=[N:55][CH:54]=1, predict the reactants needed to synthesize it. The reactants are: [S:1]1[C:5]([C:6]([OH:8])=O)=[CH:4][N:3]=[CH:2]1.CCN=C=NCCCN(C)C.Cl.C1C=CC2N(O)N=NC=2C=1.CCN(C(C)C)C(C)C.[NH2:40][C@H:41]([C:51]1[NH:52][C:53]([I:56])=[CH:54][N:55]=1)[CH2:42][CH2:43][CH2:44][CH2:45][CH2:46][C:47]([NH:49][CH3:50])=[O:48]. (2) Given the product [CH:4]1([NH:10][C:11]2[CH:20]=[C:19]3[C:14]([C:15](=[O:29])[C:16]([C:26]#[N:28])=[CH:17][N:18]3[CH:21]3[CH2:25][CH2:24][CH2:23][CH2:22]3)=[CH:13][C:12]=2[F:30])[CH2:5][CH2:6][CH2:7][CH2:8][CH2:9]1, predict the reactants needed to synthesize it. The reactants are: ClCCl.[CH:4]1([NH:10][C:11]2[CH:20]=[C:19]3[C:14]([C:15](=[O:29])[C:16]([C:26]([NH2:28])=O)=[CH:17][N:18]3[CH:21]3[CH2:25][CH2:24][CH2:23][CH2:22]3)=[CH:13][C:12]=2[F:30])[CH2:9][CH2:8][CH2:7][CH2:6][CH2:5]1.C(N(CC)CC)C.FC(F)(F)C(OC(=O)C(F)(F)F)=O. (3) Given the product [Cl:10][C:11]1[CH:16]=[C:15]([CH:14]=[C:13]([Cl:22])[C:12]=1[C:23]([C:3]1[C:4]2[C:5](=[CH:6][N:7]=[CH:8][CH:9]=2)[NH:1][CH:2]=1)=[O:24])[C:17]([NH:18][CH2:19][CH3:20])=[O:21], predict the reactants needed to synthesize it. The reactants are: [NH:1]1[C:5]2=[CH:6][N:7]=[CH:8][CH:9]=[C:4]2[CH:3]=[CH:2]1.[Cl:10][C:11]1[CH:16]=[C:15]([C:17](=[O:21])[NH:18][CH2:19][CH3:20])[CH:14]=[C:13]([Cl:22])[C:12]=1[C:23](Cl)=[O:24]. (4) Given the product [Cl:1][C:2]1[CH:7]=[CH:6][CH:5]=[CH:4][C:3]=1[NH:8][C:9]1[N:14]2[N:15]=[CH:16][C:17]([S:18]([NH:21][C:45](=[O:46])[NH:44][CH2:42][CH3:43])(=[O:19])=[O:20])=[C:13]2[N:12]=[CH:11][C:10]=1[C:22]([N:24]1[CH2:25][CH2:26][CH:27]([C:30]2[CH:35]=[CH:34][CH:33]=[CH:32][CH:31]=2)[CH2:28][CH2:29]1)=[O:23], predict the reactants needed to synthesize it. The reactants are: [Cl:1][C:2]1[CH:7]=[CH:6][CH:5]=[CH:4][C:3]=1[NH:8][C:9]1[N:14]2[N:15]=[CH:16][C:17]([S:18]([NH2:21])(=[O:20])=[O:19])=[C:13]2[N:12]=[CH:11][C:10]=1[C:22]([N:24]1[CH2:29][CH2:28][CH:27]([C:30]2[CH:35]=[CH:34][CH:33]=[CH:32][CH:31]=2)[CH2:26][CH2:25]1)=[O:23].C(=O)([O-])[O-].[K+].[K+].[CH2:42]([N:44]=[C:45]=[O:46])[CH3:43].[Cl-].[NH4+].